Dataset: NCI-60 drug combinations with 297,098 pairs across 59 cell lines. Task: Regression. Given two drug SMILES strings and cell line genomic features, predict the synergy score measuring deviation from expected non-interaction effect. (1) Drug 1: CC(CN1CC(=O)NC(=O)C1)N2CC(=O)NC(=O)C2. Drug 2: C#CCC(CC1=CN=C2C(=N1)C(=NC(=N2)N)N)C3=CC=C(C=C3)C(=O)NC(CCC(=O)O)C(=O)O. Cell line: HL-60(TB). Synergy scores: CSS=49.0, Synergy_ZIP=-13.3, Synergy_Bliss=-25.7, Synergy_Loewe=-30.4, Synergy_HSA=-21.6. (2) Drug 1: CC1=C(C(=O)C2=C(C1=O)N3CC4C(C3(C2COC(=O)N)OC)N4)N. Drug 2: CN1C(=O)N2C=NC(=C2N=N1)C(=O)N. Cell line: SW-620. Synergy scores: CSS=69.0, Synergy_ZIP=-0.614, Synergy_Bliss=-0.912, Synergy_Loewe=1.27, Synergy_HSA=10.3. (3) Drug 1: CCCCC(=O)OCC(=O)C1(CC(C2=C(C1)C(=C3C(=C2O)C(=O)C4=C(C3=O)C=CC=C4OC)O)OC5CC(C(C(O5)C)O)NC(=O)C(F)(F)F)O. Drug 2: CC1=C(C(=O)C2=C(C1=O)N3CC4C(C3(C2COC(=O)N)OC)N4)N. Cell line: COLO 205. Synergy scores: CSS=54.4, Synergy_ZIP=-2.38, Synergy_Bliss=-4.27, Synergy_Loewe=-6.54, Synergy_HSA=-0.444.